Dataset: Reaction yield outcomes from USPTO patents with 853,638 reactions. Task: Predict the reaction yield, written as a fraction of the theoretical maximum amount of product (1.0 means a 100% yield; for example, 0.34 means a 34% yield). (1) The reactants are [CH3:1][N:2]1[CH2:7][CH2:6][N:5]([C:8]2[CH:13]=[CH:12][C:11]([N+:14]([O-])=O)=[CH:10][C:9]=2[CH3:17])[CH2:4][CH2:3]1. The catalyst is CO.[Pd]. The product is [CH3:1][N:2]1[CH2:3][CH2:4][N:5]([C:8]2[CH:13]=[CH:12][C:11]([NH2:14])=[CH:10][C:9]=2[CH3:17])[CH2:6][CH2:7]1. The yield is 0.860. (2) The reactants are [NH2:1][C:2]1[N:19]=[CH:18][C:5]2[N:6]=[CH:7][N:8]=[C:9]([NH:10][C:11]3[CH:16]=[CH:15][CH:14]=[C:13]([CH3:17])[CH:12]=3)[C:4]=2[CH:3]=1.NC1C=CC=C(C)C=1.ClC1C2C=C(F)N=CC=2N=CN=1.C[O:41][C:42]1C=CC(CN)=[CH:44][CH:43]=1.FC(F)(F)C(O)=O.C(Cl)(=O)C=C. The catalyst is CN(C1C=CN=CC=1)C.O.CCN(CC)CC. The product is [CH3:17][C:13]1[CH:12]=[C:11]([NH:10][C:9]2[C:4]3[CH:3]=[C:2]([NH:1][C:42](=[O:41])[CH:43]=[CH2:44])[N:19]=[CH:18][C:5]=3[N:6]=[CH:7][N:8]=2)[CH:16]=[CH:15][CH:14]=1. The yield is 0.240. (3) The reactants are O[C:2](C(F)(F)F)=O.[CH3:8][C:9]([CH3:36])([CH3:35])[C:10]#[C:11][C:12]1[S:16][C:15]([C:17]([OH:19])=[O:18])=[C:14]([N:20]([C@@H:30]([CH3:34])[CH2:31][CH2:32]O)[C:21]([C@H:23]2[CH2:28][CH2:27][C@H:26]([CH3:29])[CH2:25][CH2:24]2)=[O:22])[CH:13]=1.C1(P(C2C=CC=CC=2)C2C=CC=CC=2)C=CC=CC=1.[C:56]1(=[O:66])[NH:60][C:59](=[O:61])[C:58]2=[CH:62][CH:63]=[CH:64][CH:65]=[C:57]12.CC(OC(/N=N/C(OC(C)C)=O)=O)C. The catalyst is C1COCC1. The product is [CH3:2][O:19][C:17]([C:15]1[S:16][C:12]([C:11]#[C:10][C:9]([CH3:36])([CH3:35])[CH3:8])=[CH:13][C:14]=1[N:20]([C@@H:30]([CH3:34])[CH2:31][CH2:32][N:60]1[C:56](=[O:66])[C:57]2[C:58](=[CH:62][CH:63]=[CH:64][CH:65]=2)[C:59]1=[O:61])[C:21]([C@H:23]1[CH2:24][CH2:25][C@H:26]([CH3:29])[CH2:27][CH2:28]1)=[O:22])=[O:18]. The yield is 0.920. (4) The reactants are [CH3:1][C:2]1[N:7]=[CH:6][C:5]([C:8]2[CH:9]=[CH:10][C:11]3[N:17]4[CH2:18][C@H:14]([CH2:15][CH2:16]4)[NH:13][C:12]=3[N:19]=2)=[CH:4][CH:3]=1.[O:20]1CCC[CH2:21]1.CCN(C(C)C)C(C)C.[O:34]1[CH2:38][CH2:37][CH:36]([NH2:39])[CH2:35]1. The catalyst is O. The product is [CH3:1][C:2]1[N:7]=[CH:6][C:5]([C:8]2[CH:9]=[CH:10][C:11]3[N:17]4[CH2:18][C@H:14]([CH2:15][CH2:16]4)[N:13]([C:21]([NH:39][CH:36]4[CH2:37][CH2:38][O:34][CH2:35]4)=[O:20])[C:12]=3[N:19]=2)=[CH:4][CH:3]=1. The yield is 0.312. (5) The reactants are [Cl-].O[NH3+:3].[C:4](=[O:7])([O-])[OH:5].[Na+].CS(C)=O.[O:13]=[C:14]1[C:19]([CH2:20][C:21]2[CH:26]=[CH:25][C:24]([C:27]3[C:28]([C:33]#[N:34])=[CH:29][CH:30]=[CH:31][CH:32]=3)=[CH:23][CH:22]=2)=[C:18]([CH2:35][CH2:36][CH3:37])[N:17]2[N:38]=[CH:39][CH:40]=[C:16]2[N:15]1[CH:41]1[CH2:46][CH2:45][O:44][CH2:43][CH2:42]1. The catalyst is C(OCC)(=O)C. The product is [O:7]=[C:4]1[O:5][N:3]=[C:33]([C:28]2[CH:29]=[CH:30][CH:31]=[CH:32][C:27]=2[C:24]2[CH:25]=[CH:26][C:21]([CH2:20][C:19]3[C:14](=[O:13])[N:15]([CH:41]4[CH2:42][CH2:43][O:44][CH2:45][CH2:46]4)[C:16]4[N:17]([N:38]=[CH:39][CH:40]=4)[C:18]=3[CH2:35][CH2:36][CH3:37])=[CH:22][CH:23]=2)[NH:34]1. The yield is 0.520. (6) The reactants are Cl[C:2]1[C:7](Cl)=[N:6][CH:5]=[CH:4][N:3]=1.[CH3:9][C:10]1[CH:11]=[C:12](B(O)O)[CH:13]=[C:14]([CH3:16])[CH:15]=1.C(=O)([O-])[O-].[Na+].[Na+]. The catalyst is Cl[Pd](Cl)([P](C1C=CC=CC=1)(C1C=CC=CC=1)C1C=CC=CC=1)[P](C1C=CC=CC=1)(C1C=CC=CC=1)C1C=CC=CC=1.O.C(#N)C. The product is [CH3:9][C:10]1[CH:11]=[C:12]([C:2]2[C:7]([C:12]3[CH:13]=[C:14]([CH3:16])[CH:15]=[C:10]([CH3:9])[CH:11]=3)=[N:6][CH:5]=[CH:4][N:3]=2)[CH:13]=[C:14]([CH3:16])[CH:15]=1. The yield is 0.440. (7) The reactants are [OH:1][CH2:2][CH2:3][C:4]1[C:5]([C:21]([F:24])([F:23])[F:22])=[N:6][N:7]([CH2:9][C:10]2[NH:11][C:12](=[O:20])[C:13]3[CH:18]=[C:17]([CH3:19])[S:16][C:14]=3[N:15]=2)[CH:8]=1.N1C=CC=CC=1.[S:31](Cl)([CH3:34])(=[O:33])=[O:32]. The catalyst is O. The product is [CH3:34][S:31]([O:1][CH2:2][CH2:3][C:4]1[C:5]([C:21]([F:23])([F:22])[F:24])=[N:6][N:7]([CH2:9][C:10]2[NH:11][C:12](=[O:20])[C:13]3[CH:18]=[C:17]([CH3:19])[S:16][C:14]=3[N:15]=2)[CH:8]=1)(=[O:33])=[O:32]. The yield is 0.870.